The task is: Predict the product of the given reaction.. This data is from Forward reaction prediction with 1.9M reactions from USPTO patents (1976-2016). (1) Given the reactants [Si](O[O:9][CH2:10][C@H:11]1[O:15][C@@H:14]([N:16]2[CH:23]=[C:22]([CH2:24][C:25]#[C:26][CH2:27][O:28][CH2:29][CH2:30][NH:31][C:32](=[O:37])[C:33]([F:36])([F:35])[F:34])[C:20](=[O:21])[NH:19][C:17]2=[O:18])[CH2:13][CH2:12]1)(C(C)(C)C)(C)C.[F-].C([N+](CCCC)(CCCC)CCCC)CCC, predict the reaction product. The product is: [F:35][C:33]([F:34])([F:36])[C:32]([NH:31][CH2:30][CH2:29][O:28][CH2:27][C:26]#[C:25][CH2:24][C:22]1[C:20](=[O:21])[NH:19][C:17](=[O:18])[N:16]([CH:23]=1)[C@@H:14]1[O:15][C@H:11]([CH2:10][OH:9])[CH2:12][CH2:13]1)=[O:37]. (2) The product is: [CH:19]1([C:25]2([NH:28][C:15]([C:4]3[C:3]4[C:7](=[CH:8][CH:9]=[CH:10][C:2]=4[Cl:1])[N:6]([CH:11]4[CH2:12][O:13][CH2:14]4)[CH:5]=3)=[O:17])[CH2:27][CH2:26]2)[CH2:24][CH2:23][CH2:22][CH2:21][CH2:20]1. Given the reactants [Cl:1][C:2]1[CH:10]=[CH:9][CH:8]=[C:7]2[C:3]=1[C:4]([C:15]([OH:17])=O)=[CH:5][N:6]2[CH:11]1[CH2:14][O:13][CH2:12]1.Cl.[CH:19]1([C:25]2([NH2:28])[CH2:27][CH2:26]2)[CH2:24][CH2:23][CH2:22][CH2:21][CH2:20]1, predict the reaction product. (3) Given the reactants [Cl:1][C:2]1[CH:42]=[C:41]([Cl:43])[C:40]([O:44][CH3:45])=[CH:39][C:3]=1[NH:4][C:5]1[C:14]2[C:9](=[CH:10][C:11]([O:22][CH2:23][CH2:24][CH2:25][N:26]3[CH2:31][CH2:30][N:29](C(OC(C)(C)C)=O)[CH2:28][CH2:27]3)=[CH:12][C:13]=2[O:15][CH:16]2[CH2:21][CH2:20][O:19][CH2:18][CH2:17]2)[N:8]=[CH:7][N:6]=1.FC(F)(F)C(O)=O, predict the reaction product. The product is: [ClH:1].[ClH:1].[Cl:1][C:2]1[CH:42]=[C:41]([Cl:43])[C:40]([O:44][CH3:45])=[CH:39][C:3]=1[NH:4][C:5]1[C:14]2[C:9](=[CH:10][C:11]([O:22][CH2:23][CH2:24][CH2:25][N:26]3[CH2:27][CH2:28][NH:29][CH2:30][CH2:31]3)=[CH:12][C:13]=2[O:15][CH:16]2[CH2:17][CH2:18][O:19][CH2:20][CH2:21]2)[N:8]=[CH:7][N:6]=1. (4) Given the reactants [N+:1]([C:4]1[CH2:16][O:15][C:14]2[CH:13]=[CH:12][C:11]3[CH2:10][NH:9][C:8](=[O:17])[C:7]=3[C:6]=2[CH:5]=1)([O-:3])=[O:2].[Na], predict the reaction product. The product is: [N+:1]([CH:4]1[CH2:16][O:15][C:14]2[CH:13]=[CH:12][C:11]3[CH2:10][NH:9][C:8](=[O:17])[C:7]=3[C:6]=2[CH2:5]1)([O-:3])=[O:2]. (5) The product is: [ClH:19].[NH:14]([C:2]1[CH:9]=[CH:8][C:5]([C:6]#[N:7])=[C:4]([CH2:10][O:11][CH3:12])[CH:3]=1)[NH2:15]. Given the reactants F[C:2]1[CH:9]=[CH:8][C:5]([C:6]#[N:7])=[C:4]([CH2:10][O:11][CH3:12])[CH:3]=1.O.[NH2:14][NH2:15].C(O)C.[ClH:19], predict the reaction product. (6) Given the reactants [NH2:1][C:2]1[C:7]([OH:8])=[C:6]([Cl:9])[CH:5]=[C:4]([F:10])[C:3]=1[N:11]1[C:16](=[O:17])[CH:15]=[C:14]([C:18]([F:21])([F:20])[F:19])[N:13]([CH3:22])[C:12]1=[O:23].Br[CH2:25]/[CH:26]=[CH:27]/[C:28]([O:30][CH3:31])=[O:29].C(=O)(O)[O-].[Na+], predict the reaction product. The product is: [Cl:9][C:6]1[C:7]2[O:8][CH:26]([CH2:27][C:28]([O:30][CH3:31])=[O:29])[CH2:25][NH:1][C:2]=2[C:3]([N:11]2[C:16](=[O:17])[CH:15]=[C:14]([C:18]([F:21])([F:20])[F:19])[N:13]([CH3:22])[C:12]2=[O:23])=[C:4]([F:10])[CH:5]=1. (7) Given the reactants [NH2:1][CH2:2][C@@H:3]1[CH2:8][C@H:7]2[C@H:5]([CH2:6]2)[N:4]1[C:9]([C:11]1[N:12]=[C:13]([CH3:23])[S:14][C:15]=1[C:16]1[CH:21]=[CH:20][CH:19]=[C:18]([F:22])[CH:17]=1)=[O:10].[CH3:24][N:25]1[C:33]2[C:28](=[CH:29][CH:30]=[CH:31][CH:32]=2)[C:27]([C:34](O)=[O:35])=[C:26]1[CH3:37], predict the reaction product. The product is: [F:22][C:18]1[CH:17]=[C:16]([C:15]2[S:14][C:13]([CH3:23])=[N:12][C:11]=2[C:9]([N:4]2[C@H:3]([CH2:2][NH:1][C:34]([C:27]3[C:28]4[C:33](=[CH:32][CH:31]=[CH:30][CH:29]=4)[N:25]([CH3:24])[C:26]=3[CH3:37])=[O:35])[CH2:8][C@H:7]3[C@@H:5]2[CH2:6]3)=[O:10])[CH:21]=[CH:20][CH:19]=1. (8) The product is: [CH3:24][C:16]1[NH:25][C:26]([CH3:40])=[C:27]([C:28](=[O:29])[C:30]2[CH:35]=[CH:34][C:33]([C:36]([CH3:38])([CH3:37])[CH3:39])=[CH:32][CH:31]=2)[CH:13]([C:5]2[CH:6]=[CH:7][CH:8]=[C:9]3[C:4]=2[O:3][C:2]([CH3:1])=[CH:11][C:10]3=[O:12])[C:17]=1[C:18]([O:20][CH2:21][CH2:22][CH3:23])=[O:19]. Given the reactants [CH3:1][C:2]1[O:3][C:4]2[C:9]([C:10](=[O:12])[CH:11]=1)=[CH:8][CH:7]=[CH:6][C:5]=2[CH:13]=O.O=[C:16]([CH3:24])[CH2:17][C:18]([O:20][CH2:21][CH2:22][CH3:23])=[O:19].[NH2:25][C:26]([CH3:40])=[CH:27][C:28]([C:30]1[CH:35]=[CH:34][C:33]([C:36]([CH3:39])([CH3:38])[CH3:37])=[CH:32][CH:31]=1)=[O:29].C(O)(=O)C, predict the reaction product.